From a dataset of Forward reaction prediction with 1.9M reactions from USPTO patents (1976-2016). Predict the product of the given reaction. (1) Given the reactants [C:1]([OH:20])(=[O:19])[CH2:2]CCCCCC/C=C\CCCCCCCC.CC1C(C)=C([O:29][C:30]([CH2:32][CH2:33][C:34]([O:36]CCO)=[O:35])=[O:31])C(C)=C2CCC(CCCC(CCCC(CCCC(C)C)C)C)(C)OC=12.[OH2:62], predict the reaction product. The product is: [C:30]([OH:29])(=[O:31])[CH2:32][C:33]([CH2:2][C:1]([OH:20])=[O:19])([C:34]([OH:36])=[O:35])[OH:62]. (2) Given the reactants [C:1]([O:11][CH:12]([CH3:14])[CH3:13])(=[O:10])/[CH:2]=[CH:3]/[C:4]([O:6][CH:7]([CH3:9])[CH3:8])=[O:5].[C:15]([O:22][CH:23]([CH3:25])[CH3:24])(=[O:21])/[CH:16]=[CH:17]/[C:18]([O-:20])=[O:19].CCCCCC, predict the reaction product. The product is: [C:4]([O:6][CH:7]([CH3:9])[CH3:8])(=[O:5])/[CH:3]=[CH:2]/[C:1]([O:11][CH:12]([CH3:14])[CH3:13])=[O:10].[C:15]([O:22][CH:23]([CH3:25])[CH3:24])(=[O:21])/[CH:16]=[CH:17]/[C:18]([O-:20])=[O:19]. (3) The product is: [Cl:1][C:2]1[N:3]=[N:4][CH:5]=[C:6]([N:13]2[CH2:14][CH2:15][N:10]([CH3:9])[CH2:11][CH2:12]2)[CH:7]=1. Given the reactants [Cl:1][C:2]1[N:3]=[N:4][CH:5]=[C:6](Cl)[CH:7]=1.[CH3:9][N:10]1[CH2:15][CH2:14][NH:13][CH2:12][CH2:11]1, predict the reaction product. (4) Given the reactants [F:1][C:2]1[CH:3]=[N:4][CH:5]=[CH:6][C:7]=1[C:8]1[C:9]([C:16]2[CH:17]=[N:18][CH:19]=[CH:20][CH:21]=2)=[N:10][C:11]([NH2:15])=[C:12]([NH2:14])[CH:13]=1.[F:22][C:23]1[CH:24]=[C:25]([CH:29]=[CH:30][C:31]=1[CH3:32])[C:26](Cl)=[O:27], predict the reaction product. The product is: [NH2:15][C:11]1[N:10]=[C:9]([C:16]2[CH:17]=[N:18][CH:19]=[CH:20][CH:21]=2)[C:8]([C:7]2[CH:6]=[CH:5][N:4]=[CH:3][C:2]=2[F:1])=[CH:13][C:12]=1[NH:14][C:26](=[O:27])[C:25]1[CH:29]=[CH:30][C:31]([CH3:32])=[C:23]([F:22])[CH:24]=1. (5) Given the reactants [C:1]([C:4]1[CH:15]=[CH:14][C:7]([O:8][CH2:9][CH2:10][C:11]([OH:13])=O)=[CH:6][CH:5]=1)([OH:3])=[O:2], predict the reaction product. The product is: [O:13]=[C:11]1[C:6]2[C:7](=[CH:14][CH:15]=[C:4]([C:1]([OH:3])=[O:2])[CH:5]=2)[O:8][CH2:9][CH2:10]1. (6) Given the reactants [F:1][C:2]1[CH:3]=[C:4]([C:8](=[O:14])[CH2:9][CH2:10][C:11]([OH:13])=O)[CH:5]=[CH:6][CH:7]=1.[F:15][C:16]([F:26])([F:25])[O:17][C:18]1[CH:24]=[CH:23][C:21]([NH2:22])=[CH:20][CH:19]=1.F[B-](F)(F)F.N1(OC(N(C)C)=[N+](C)C)C2C=CC=CC=2N=N1.C(N(CC)CC)C.Cl, predict the reaction product. The product is: [F:1][C:2]1[CH:3]=[C:4]([C:8](=[O:14])[CH2:9][CH2:10][C:11]([NH:22][C:21]2[CH:23]=[CH:24][C:18]([O:17][C:16]([F:15])([F:25])[F:26])=[CH:19][CH:20]=2)=[O:13])[CH:5]=[CH:6][CH:7]=1. (7) Given the reactants Br[CH2:2][C:3]1[C:4]([C:25]2[CH:30]=[CH:29][CH:28]=[C:27]([C:31]([F:34])([F:33])[F:32])[CH:26]=2)=[N:5][C:6]2[C:11]([C:12]=1[C:13]([O:15][CH3:16])=[O:14])=[CH:10][C:9]([S:17]([CH3:20])(=[O:19])=[O:18])=[C:8]([O:21][CH:22]([CH3:24])[CH3:23])[CH:7]=2.[NH:35]1[CH2:40][CH2:39][CH:38]([N:41]2[CH2:46][CH2:45][O:44][CH2:43][CH2:42]2)[CH2:37][CH2:36]1, predict the reaction product. The product is: [CH3:24][CH:22]([O:21][C:8]1[CH:7]=[C:6]2[C:11]([C:12]([C:13]([O:15][CH3:16])=[O:14])=[C:3]([CH2:2][N:35]3[CH2:40][CH2:39][CH:38]([N:41]4[CH2:46][CH2:45][O:44][CH2:43][CH2:42]4)[CH2:37][CH2:36]3)[C:4]([C:25]3[CH:30]=[CH:29][CH:28]=[C:27]([C:31]([F:33])([F:32])[F:34])[CH:26]=3)=[N:5]2)=[CH:10][C:9]=1[S:17]([CH3:20])(=[O:19])=[O:18])[CH3:23]. (8) The product is: [C:33]([NH:36][CH2:37][CH2:38][NH:39][C:24]([C:19]1[NH:20][C:21]2[C:17]([C:18]=1[C:27]1[CH:28]=[CH:29][CH:30]=[CH:31][CH:32]=1)=[CH:16][C:15]([NH:14][S:11]([C:8]1[CH:7]=[CH:6][C:5]([C:1]([CH3:3])([CH3:2])[CH3:4])=[CH:10][CH:9]=1)(=[O:12])=[O:13])=[CH:23][CH:22]=2)=[O:25])(=[O:35])[CH3:34]. Given the reactants [C:1]([C:5]1[CH:10]=[CH:9][C:8]([S:11]([NH:14][C:15]2[CH:16]=[C:17]3[C:21](=[CH:22][CH:23]=2)[NH:20][C:19]([C:24](O)=[O:25])=[C:18]3[C:27]2[CH:32]=[CH:31][CH:30]=[CH:29][CH:28]=2)(=[O:13])=[O:12])=[CH:7][CH:6]=1)([CH3:4])([CH3:3])[CH3:2].[C:33]([NH:36][CH2:37][CH2:38][NH2:39])(=[O:35])[CH3:34], predict the reaction product. (9) The product is: [O:27]1[C:23]2[CH:22]=[CH:21][C:20]([C:18](=[O:19])[CH2:17][CH2:16][C:15]([NH:14][C:4]3[CH:3]=[C:2]([C:64]4[CH:65]=[CH:66][CH:67]=[CH:68][C:63]=4[CH2:62][OH:61])[CH:7]=[C:6]([C:8]4[CH:13]=[CH:12][CH:11]=[CH:10][CH:9]=4)[N:5]=3)=[O:29])=[CH:28][C:24]=2[CH2:25][CH2:26]1. Given the reactants Cl[C:2]1[CH:7]=[C:6]([C:8]2[CH:13]=[CH:12][CH:11]=[CH:10][CH:9]=2)[N:5]=[C:4]([NH:14][C:15](=[O:29])[CH2:16][CH2:17][C:18]([C:20]2[CH:21]=[CH:22][C:23]3[O:27][CH2:26][CH2:25][C:24]=3[CH:28]=2)=[O:19])[CH:3]=1.C1(C2C=CC=CC=2)C=CC=CC=1P(C1CCCCC1)C1CCCCC1.C(=O)([O-])[O-].[K+].[K+].[OH:61][CH2:62][C:63]1[CH:68]=[CH:67][CH:66]=[CH:65][C:64]=1B(O)O, predict the reaction product.